This data is from Reaction yield outcomes from USPTO patents with 853,638 reactions. The task is: Predict the reaction yield, written as a fraction of the theoretical maximum amount of product (1.0 means a 100% yield; for example, 0.34 means a 34% yield). (1) The reactants are [CH2:1]([N:3]([S:10]([C:13]1[CH:18]=[CH:17][C:16]([F:19])=[CH:15][CH:14]=1)(=[O:12])=[O:11])[C:4]1([C:7]([OH:9])=O)[CH2:6][CH2:5]1)[CH3:2].CCOC(OC(OCC)=O)=O.[F:31][C:32]([F:49])([F:48])[O:33][C:34]1[CH:39]=[CH:38][C:37]([C:40]2[CH:41]=[C:42]([CH2:46][NH2:47])[CH:43]=[CH:44][CH:45]=2)=[CH:36][CH:35]=1. The catalyst is C1COCC1. The product is [CH2:1]([N:3]([S:10]([C:13]1[CH:18]=[CH:17][C:16]([F:19])=[CH:15][CH:14]=1)(=[O:12])=[O:11])[C:4]1([C:7]([NH:47][CH2:46][C:42]2[CH:43]=[CH:44][CH:45]=[C:40]([C:37]3[CH:38]=[CH:39][C:34]([O:33][C:32]([F:31])([F:48])[F:49])=[CH:35][CH:36]=3)[CH:41]=2)=[O:9])[CH2:5][CH2:6]1)[CH3:2]. The yield is 0.280. (2) The reactants are [CH:1]1([Mg]Br)[CH2:4][CH2:3][CH2:2]1.Br[C:8]1[CH:17]=[CH:16][C:11]([C:12]([O:14][CH3:15])=[O:13])=[C:10]([CH2:18][CH3:19])[CH:9]=1. The yield is 0.990. The product is [CH:1]1([C:8]2[CH:17]=[CH:16][C:11]([C:12]([O:14][CH3:15])=[O:13])=[C:10]([CH2:18][CH3:19])[CH:9]=2)[CH2:4][CH2:3][CH2:2]1. The catalyst is C1COCC1.[Zn+2].[Br-].[Br-].C1C=CC(P(C2C=CC=CC=2)[C-]2C=CC=C2)=CC=1.C1C=CC(P(C2C=CC=CC=2)[C-]2C=CC=C2)=CC=1.Cl[Pd]Cl.[Fe+2]. (3) The reactants are [CH2:1]([O:3][C:4]([C@H:6]1[C@@H:11]([NH2:12])[C@H:10]2[CH2:13][C@@H:7]1[CH2:8][CH2:9]2)=[O:5])[CH3:2].[C:14]([O-:24])(=[O:23])[C@H:15]([C:17]1[CH:22]=[CH:21][CH:20]=[CH:19][CH:18]=1)[OH:16].O[C@@H](C1C=CC=CC=1)C(O)=O. The catalyst is C(OCC)(=O)C. The product is [OH:16][C@@H:15]([C:17]1[CH:22]=[CH:21][CH:20]=[CH:19][CH:18]=1)[C:14]([O-:24])=[O:23].[CH2:1]([O:3][C:4]([C@@H:6]1[C@@H:7]2[CH2:13][C@@H:10]([CH2:9][CH2:8]2)[C@@H:11]1[NH3+:12])=[O:5])[CH3:2]. The yield is 0.180. (4) The reactants are C(OC([N:8]1[CH2:13][CH2:12][CH:11]([C:14]2[C:22]3[S:21][C:20]([NH:23][C:24](=[O:32])[C:25]4[CH:30]=[CH:29][C:28]([F:31])=[CH:27][CH:26]=4)=[N:19][C:18]=3[C:17]([O:33][CH3:34])=[CH:16][CH:15]=2)[CH2:10][CH2:9]1)=O)(C)(C)C.[ClH:35].CO. No catalyst specified. The product is [ClH:35].[F:31][C:28]1[CH:27]=[CH:26][C:25]([C:24]([NH:23][C:20]2[S:21][C:22]3[C:14]([CH:11]4[CH2:10][CH2:9][NH:8][CH2:13][CH2:12]4)=[CH:15][CH:16]=[C:17]([O:33][CH3:34])[C:18]=3[N:19]=2)=[O:32])=[CH:30][CH:29]=1. The yield is 0.700. (5) The reactants are [CH2:1]([N:8]1[CH2:13][CH2:12][C:11]([CH2:14][CH2:15][CH2:16][OH:17])=[CH:10][CH2:9]1)[C:2]1[CH:7]=[CH:6][CH:5]=[CH:4][CH:3]=1.[H][H]. The catalyst is CO.O=[Pt]=O. The product is [CH2:1]([N:8]1[CH2:13][CH2:12][CH:11]([CH2:14][CH2:15][CH2:16][OH:17])[CH2:10][CH2:9]1)[C:2]1[CH:7]=[CH:6][CH:5]=[CH:4][CH:3]=1. The yield is 0.689.